From a dataset of Full USPTO retrosynthesis dataset with 1.9M reactions from patents (1976-2016). Predict the reactants needed to synthesize the given product. (1) Given the product [CH3:20][N:21]1[CH2:26][CH2:25][N:24]([CH2:6][CH2:7][N:8]2[CH:16]=[C:15]3[C:10]([CH:11]=[CH:12][C:13]([N+:17]([O-:19])=[O:18])=[CH:14]3)=[N:9]2)[CH2:23][CH2:22]1, predict the reactants needed to synthesize it. The reactants are: CS(O[CH2:6][CH2:7][N:8]1[CH:16]=[C:15]2[C:10]([CH:11]=[CH:12][C:13]([N+:17]([O-:19])=[O:18])=[CH:14]2)=[N:9]1)(=O)=O.[CH3:20][N:21]1[CH2:26][CH2:25][NH:24][CH2:23][CH2:22]1. (2) Given the product [OH:32][C@H:28]1[CH2:29][CH2:30][CH2:31][C@@H:26]([NH:25][C:20]([C:18]2[O:17][N:16]=[C:15]([C:12]3[CH:11]=[CH:10][C:9]([C:8]([F:7])([F:24])[F:23])=[CH:14][CH:13]=3)[CH:19]=2)=[O:22])[CH2:27]1, predict the reactants needed to synthesize it. The reactants are: C(OCC)(=O)C.[F:7][C:8]([F:24])([F:23])[C:9]1[CH:14]=[CH:13][C:12]([C:15]2[CH:19]=[C:18]([C:20]([OH:22])=O)[O:17][N:16]=2)=[CH:11][CH:10]=1.[NH2:25][C@@H:26]1[CH2:31][CH2:30][CH2:29][C@H:28]([OH:32])[CH2:27]1.C(N(C(C)C)CC)(C)C. (3) The reactants are: [NH2:1][C:2]1[C:7]([CH2:8][C:9]2[CH:14]=[CH:13][CH:12]=[CH:11][CH:10]=2)=[N:6][C:5]([C:15]2[CH:20]=[CH:19][CH:18]=[CH:17][CH:16]=2)=[CH:4][N:3]=1.[C:21]1([CH2:27][C:28](=[O:32])[C:29]([OH:31])=[O:30])[CH:26]=[CH:25][CH:24]=[CH:23][CH:22]=1.[C:33](O[C:37](=[O:39])[CH3:38])(=[O:35])[CH3:34].C[OH:41]. Given the product [CH:12]1[CH:11]=[CH:10][C:9]([CH2:8][C:7]2[C:2]3[N:3]([CH:4]=[C:5]([C:15]4[CH:20]=[CH:19][C:18]([OH:41])=[CH:17][CH:16]=4)[N:6]=2)[C:29]([OH:30])=[C:28]([CH2:27][C:21]2[CH:22]=[CH:23][C:37]([OH:39])=[CH:38][CH:26]=2)[N:1]=3)=[CH:14][CH:13]=1.[NH2:1][C:2]1[C:7]([CH2:8][C:9]2[CH:14]=[CH:13][CH:12]=[CH:11][CH:10]=2)=[N:6][C:5]([C:15]2[CH:20]=[CH:19][CH:18]=[CH:17][CH:16]=2)=[CH:4][N:3]=1.[C:33]([O:32][C:28](=[CH:27][C:21]1[CH:26]=[CH:25][CH:24]=[CH:23][CH:22]=1)[C:29]([OH:31])=[O:30])(=[O:35])[CH3:34], predict the reactants needed to synthesize it. (4) Given the product [NH:9]1[C:10]2[C:6](=[CH:5][C:4]([NH2:1])=[CH:12][CH:11]=2)[CH:7]=[CH:8]1, predict the reactants needed to synthesize it. The reactants are: [N+:1]([C:4]1[CH:5]=[C:6]2[C:10](=[CH:11][CH:12]=1)[NH:9][CH:8]=[CH:7]2)([O-])=O.O1CCCC1.C([O-])=O.[NH4+].